The task is: Predict the reaction yield, written as a fraction of the theoretical maximum amount of product (1.0 means a 100% yield; for example, 0.34 means a 34% yield).. This data is from Reaction yield outcomes from USPTO patents with 853,638 reactions. (1) The catalyst is N1C=CC=CC=1.C(OCC)(=O)C. The reactants are [NH2:1][C:2]1[S:3][C:4]2[CH:10]=[C:9]([O:11][C:12]3[CH:13]=[C:14]([NH:18][C:19](=[O:31])[C:20]4[CH:25]=[CH:24][CH:23]=[C:22]([C:26]([C:29]#[N:30])([CH3:28])[CH3:27])[CH:21]=4)[CH:15]=[CH:16][CH:17]=3)[C:8]([F:32])=[CH:7][C:5]=2[N:6]=1.[CH:33]1([C:36](Cl)=[O:37])[CH2:35][CH2:34]1. The product is [C:29]([C:26]([C:22]1[CH:21]=[C:20]([CH:25]=[CH:24][CH:23]=1)[C:19]([NH:18][C:14]1[CH:15]=[CH:16][CH:17]=[C:12]([O:11][C:9]2[C:8]([F:32])=[CH:7][C:5]3[N:6]=[C:2]([NH:1][C:36]([CH:33]4[CH2:35][CH2:34]4)=[O:37])[S:3][C:4]=3[CH:10]=2)[CH:13]=1)=[O:31])([CH3:28])[CH3:27])#[N:30]. The yield is 0.510. (2) The reactants are [C:1]1([C:7]2[N:8]=[C:9]([C:12]3([CH2:18][NH:19][C:20]([C:22]4[CH:23]=[C:24]([C:28]5[N:32]=[C:31]([C:33](OCC)=[O:34])[O:30][N:29]=5)[CH:25]=[CH:26][CH:27]=4)=[O:21])[CH2:17][CH2:16][O:15][CH2:14][CH2:13]3)[S:10][CH:11]=2)[CH:6]=[CH:5][CH:4]=[CH:3][CH:2]=1.[BH4-].[Li+]. The catalyst is C1COCC1. The product is [OH:34][CH2:33][C:31]1[O:30][N:29]=[C:28]([C:24]2[CH:23]=[C:22]([CH:27]=[CH:26][CH:25]=2)[C:20]([NH:19][CH2:18][C:12]2([C:9]3[S:10][CH:11]=[C:7]([C:1]4[CH:6]=[CH:5][CH:4]=[CH:3][CH:2]=4)[N:8]=3)[CH2:13][CH2:14][O:15][CH2:16][CH2:17]2)=[O:21])[N:32]=1. The yield is 0.320. (3) The reactants are [C:1]1([N:7]([C:27]2[CH:32]=[CH:31][CH:30]=[CH:29][CH:28]=2)[C:8]2[CH:13]=[CH:12][C:11]([C:14]3[CH:19]=[CH:18][C:17]([C:20]4[CH:25]=[CH:24][N:23]=[C:22]([NH2:26])[N:21]=4)=[CH:16][CH:15]=3)=[CH:10][CH:9]=2)[CH:6]=[CH:5][CH:4]=[CH:3][CH:2]=1.Br[C:34]1[CH:43]=[CH:42][C:41]2[C:36](=[CH:37][CH:38]=[CH:39][CH:40]=2)[CH:35]=1.CC1(C)C2C(=C(P(C3C=CC=CC=3)C3C=CC=CC=3)C=CC=2)OC2C(P(C3C=CC=CC=3)C3C=CC=CC=3)=CC=CC1=2.CC(C)([O-])C.[Na+]. The catalyst is C1(C)C=CC=CC=1.Cl[Pd](Cl)([P](C1C=CC=CC=1)(C1C=CC=CC=1)C1C=CC=CC=1)[P](C1C=CC=CC=1)(C1C=CC=CC=1)C1C=CC=CC=1. The product is [C:27]1([N:7]([C:1]2[CH:2]=[CH:3][CH:4]=[CH:5][CH:6]=2)[C:8]2[CH:9]=[CH:10][C:11]([C:14]3[CH:19]=[CH:18][C:17]([C:20]4[CH:25]=[CH:24][N:23]=[C:22]([NH:26][C:34]5[CH:43]=[CH:42][C:41]6[C:36](=[CH:37][CH:38]=[CH:39][CH:40]=6)[CH:35]=5)[N:21]=4)=[CH:16][CH:15]=3)=[CH:12][CH:13]=2)[CH:28]=[CH:29][CH:30]=[CH:31][CH:32]=1. The yield is 0.760.